This data is from Forward reaction prediction with 1.9M reactions from USPTO patents (1976-2016). The task is: Predict the product of the given reaction. (1) The product is: [C:1]([NH:5][NH:6][C:12]([O:11][C:8]([CH3:10])([CH3:9])[CH3:7])=[O:13])([CH3:4])([CH3:3])[CH3:2]. Given the reactants [C:1]([NH:5][NH2:6])([CH3:4])([CH3:3])[CH3:2].[CH3:7][C:8]([O:11][C:12](O[C:12]([O:11][C:8]([CH3:10])([CH3:9])[CH3:7])=[O:13])=[O:13])([CH3:10])[CH3:9].C([O-])([O-])=O.[Na+].[Na+].C(#N)C, predict the reaction product. (2) Given the reactants [N:1]1[CH:6]=[CH:5][CH:4]=[C:3]([C:7]2[CH:8]=[C:9]3[C:19]4[C:14](=[N:15][CH:16]=[C:17]([C:20](OC)=[O:21])[CH:18]=4)[NH:13][C:10]3=[CH:11][N:12]=2)[CH:2]=1.[H-].[Al+3].[Li+].[H-].[H-].[H-].CO.C(C(C(C([O-])=O)O)O)([O-])=O.[Na+].[K+], predict the reaction product. The product is: [N:1]1[CH:6]=[CH:5][CH:4]=[C:3]([C:7]2[CH:8]=[C:9]3[C:19]4[C:14](=[N:15][CH:16]=[C:17]([CH2:20][OH:21])[CH:18]=4)[NH:13][C:10]3=[CH:11][N:12]=2)[CH:2]=1. (3) Given the reactants C(OC(=O)[NH:7][C@H:8]1[CH2:13][CH2:12][C@H:11]([CH2:14][CH2:15][N:16]2[CH2:21][CH2:20][N:19]([C:22]3[C:26]4[CH:27]=[N:28][CH:29]=[CH:30][C:25]=4[O:24][N:23]=3)[CH2:18][CH2:17]2)[CH2:10][CH2:9]1)(C)(C)C.[ClH:32].O1CCOCC1, predict the reaction product. The product is: [ClH:32].[ClH:32].[O:24]1[C:25]2[CH:30]=[CH:29][N:28]=[CH:27][C:26]=2[C:22]([N:19]2[CH2:18][CH2:17][N:16]([CH2:15][CH2:14][C@H:11]3[CH2:12][CH2:13][C@H:8]([NH2:7])[CH2:9][CH2:10]3)[CH2:21][CH2:20]2)=[N:23]1. (4) Given the reactants [N+:1]([C:4]1[CH:5]=[N:6][C:7]2[C:12]([CH:13]=1)=[CH:11][C:10]([O:14][CH2:15][CH2:16][N:17]1[CH2:21][CH2:20][CH2:19][CH2:18]1)=[CH:9][CH:8]=2)([O-])=O.C(N(CC)CC)C, predict the reaction product. The product is: [NH2:1][C:4]1[CH:5]=[N:6][C:7]2[C:12]([CH:13]=1)=[CH:11][C:10]([O:14][CH2:15][CH2:16][N:17]1[CH2:21][CH2:20][CH2:19][CH2:18]1)=[CH:9][CH:8]=2.